This data is from Catalyst prediction with 721,799 reactions and 888 catalyst types from USPTO. The task is: Predict which catalyst facilitates the given reaction. (1) Reactant: C([Li])CCC.CC1(C)CCCC(C)(C)N1.[F:16][C:17]1[CH:22]=[CH:21][CH:20]=[CH:19][C:18]=1[C:23]1[CH:28]=[CH:27][N:26]=[CH:25][CH:24]=1.[B:29](OC)([O:32]C)[O:30]C.Cl. Product: [F:16][C:17]1[C:18]([C:23]2[CH:24]=[CH:25][N:26]=[CH:27][CH:28]=2)=[CH:19][CH:20]=[CH:21][C:22]=1[B:29]([OH:32])[OH:30]. The catalyst class is: 7. (2) Reactant: [CH:1]([C:4]1[CH:9]=[CH:8][C:7]([C@@H:10]2[C:14]3[C:15]([CH3:28])=[C:16]([NH:20][C:21](=[O:27])[CH2:22][C:23]([CH3:26])([CH3:25])[CH3:24])[C:17]([CH3:19])=[CH:18][C:13]=3[O:12][CH2:11]2)=[CH:6][CH:5]=1)([CH3:3])[CH3:2].[C:29](OCC)(=[O:31])C.CCCCCC. Product: [CH:29]([C:18]1[C:13]2[O:12][CH2:11][C@H:10]([C:7]3[CH:6]=[CH:5][C:4]([CH:1]([CH3:2])[CH3:3])=[CH:9][CH:8]=3)[C:14]=2[C:15]([CH3:28])=[C:16]([NH:20][C:21](=[O:27])[CH2:22][C:23]([CH3:26])([CH3:25])[CH3:24])[C:17]=1[CH3:19])=[O:31]. The catalyst class is: 22. (3) The catalyst class is: 703. Reactant: [OH:1][CH2:2][C:3]1[C:4]2[CH:11]=[C:10]([C:12]([N:14]3[CH2:19][CH2:18][N:17]([CH:20]([CH3:22])[CH3:21])[CH2:16][CH2:15]3)=[O:13])[CH:9]=[CH:8][C:5]=2[S:6][CH:7]=1. Product: [CH:20]([N:17]1[CH2:16][CH2:15][N:14]([C:12]([C:10]2[CH:9]=[CH:8][C:5]3[S:6][CH:7]=[C:3]([CH:2]=[O:1])[C:4]=3[CH:11]=2)=[O:13])[CH2:19][CH2:18]1)([CH3:22])[CH3:21]. (4) Reactant: [NH2:1][C:2]1[CH:21]=[CH:20][C:5]([O:6][CH2:7][CH2:8][CH2:9][CH2:10][CH2:11][NH:12][C:13](=[O:19])[O:14][C:15]([CH3:18])([CH3:17])[CH3:16])=[CH:4][C:3]=1[N+:22]([O-])=O. Product: [NH2:22][C:3]1[CH:4]=[C:5]([CH:20]=[CH:21][C:2]=1[NH2:1])[O:6][CH2:7][CH2:8][CH2:9][CH2:10][CH2:11][NH:12][C:13](=[O:19])[O:14][C:15]([CH3:16])([CH3:17])[CH3:18]. The catalyst class is: 19.